This data is from Forward reaction prediction with 1.9M reactions from USPTO patents (1976-2016). The task is: Predict the product of the given reaction. (1) The product is: [Cl:10][C:11]1[CH:19]=[C:18]([F:20])[CH:17]=[CH:16][C:12]=1[C:13]([N:64]1[CH2:63][CH2:62][N:61]([C:44](=[O:43])[CH2:45][NH:46][C:47]([C:49]2[CH:54]=[CH:53][C:52]([C:55]3[CH:60]=[CH:59][CH:58]=[CH:57][CH:56]=3)=[CH:51][CH:50]=2)=[O:48])[CH2:66][CH2:65]1)=[O:15]. Given the reactants CCN(C(C)C)C(C)C.[Cl:10][C:11]1[CH:19]=[C:18]([F:20])[CH:17]=[CH:16][C:12]=1[C:13]([OH:15])=O.C1C=CC2N(O)N=NC=2C=1.CCN=C=NCCCN(C)C.Cl.[O:43]=[C:44]([N:61]1[CH2:66][CH2:65][NH:64][CH2:63][CH2:62]1)[CH2:45][NH:46][C:47]([C:49]1[CH:54]=[CH:53][C:52]([C:55]2[CH:60]=[CH:59][CH:58]=[CH:57][CH:56]=2)=[CH:51][CH:50]=1)=[O:48], predict the reaction product. (2) Given the reactants Br.[NH2:2][C:3]1[C:4]([OH:17])=[C:5]([C:9]2[S:13][C:12]([C:14]([OH:16])=[O:15])=[CH:11][CH:10]=2)[CH:6]=[CH:7][CH:8]=1.[N:18]([O-])=O.[Na+].[CH2:22]1[C:30]2[C:25](=[CH:26][C:27]([N:31]3[C:35](=[O:36])[CH2:34][C:33]([CH3:37])=[N:32]3)=[CH:28][CH:29]=2)[CH2:24][CH2:23]1.C(=O)(O)[O-].[Na+], predict the reaction product. The product is: [OH:17][C:4]1[C:3]([NH:2][N:18]=[C:34]2[C:35](=[O:36])[N:31]([C:27]3[CH:26]=[C:25]4[C:30](=[CH:29][CH:28]=3)[CH2:22][CH2:23][CH2:24]4)[N:32]=[C:33]2[CH3:37])=[CH:8][CH:7]=[CH:6][C:5]=1[C:9]1[S:13][C:12]([C:14]([OH:16])=[O:15])=[CH:11][CH:10]=1.